This data is from Reaction yield outcomes from USPTO patents with 853,638 reactions. The task is: Predict the reaction yield, written as a fraction of the theoretical maximum amount of product (1.0 means a 100% yield; for example, 0.34 means a 34% yield). The reactants are [H-].[Na+].[Br:3][C:4]1[S:5][C:6]([C:10]2[NH:11][CH:12]=[CH:13][N:14]=2)=[C:7]([Br:9])[N:8]=1.[CH3:15][Si:16]([CH3:23])([CH3:22])[CH2:17][CH2:18][O:19][CH2:20]Cl. The catalyst is C1COCC1. The product is [Br:3][C:4]1[S:5][C:6]([C:10]2[N:14]([CH2:20][O:19][CH2:18][CH2:17][Si:16]([CH3:23])([CH3:22])[CH3:15])[CH:13]=[CH:12][N:11]=2)=[C:7]([Br:9])[N:8]=1. The yield is 0.816.